Task: Binary Classification. Given a T-cell receptor sequence (or CDR3 region) and an epitope sequence, predict whether binding occurs between them.. Dataset: TCR-epitope binding with 47,182 pairs between 192 epitopes and 23,139 TCRs (1) The epitope is YLNTLTLAV. The TCR CDR3 sequence is CASSAGNGHTEAFF. Result: 1 (the TCR binds to the epitope). (2) The epitope is RPHERNGFTVL. The TCR CDR3 sequence is CSVVPRSIGTDTQYF. Result: 0 (the TCR does not bind to the epitope). (3) The epitope is YEGNSPFHPL. The TCR CDR3 sequence is CAISEGGTTSYEQYF. Result: 0 (the TCR does not bind to the epitope). (4) The epitope is ELAGIGILTV. The TCR CDR3 sequence is CASSQDLAGVGNQPQHF. Result: 1 (the TCR binds to the epitope). (5) Result: 1 (the TCR binds to the epitope). The epitope is GTITVEELK. The TCR CDR3 sequence is CASSLAAVGFSNSPLHF.